From a dataset of Forward reaction prediction with 1.9M reactions from USPTO patents (1976-2016). Predict the product of the given reaction. (1) Given the reactants [C:1]([O:5][C:6]([NH:8][C@H:9]([C:21]([OH:23])=O)[CH2:10][C:11]1[CH:16]=[CH:15][C:14]([O:17][CH3:18])=[C:13]([O:19][CH3:20])[CH:12]=1)=[O:7])([CH3:4])([CH3:3])[CH3:2].CCN(C(C)C)C(C)C.Cl.[CH3:34][O:35][C:36]1[CH:37]=[C:38]([C:44]2[C@@H:53]3[C@@H:48]([CH2:49][CH2:50][CH2:51][CH2:52]3)[C:47](=[O:54])[N:46]([CH:55]3[CH2:60][CH2:59][NH:58][CH2:57][CH2:56]3)[N:45]=2)[CH:39]=[CH:40][C:41]=1[O:42][CH3:43].CCOC(C(C#N)=NOC(N1CCOCC1)=[N+](C)C)=O.F[P-](F)(F)(F)(F)F.C(=O)(O)[O-].[Na+], predict the reaction product. The product is: [CH3:20][O:19][C:13]1[CH:12]=[C:11]([CH2:10][C@H:9]([NH:8][C:6](=[O:7])[O:5][C:1]([CH3:2])([CH3:3])[CH3:4])[C:21]([N:58]2[CH2:59][CH2:60][CH:55]([N:46]3[N:45]=[C:44]([C:38]4[CH:39]=[CH:40][C:41]([O:42][CH3:43])=[C:36]([O:35][CH3:34])[CH:37]=4)[C@@H:53]4[C@@H:48]([CH2:49][CH2:50][CH2:51][CH2:52]4)[C:47]3=[O:54])[CH2:56][CH2:57]2)=[O:23])[CH:16]=[CH:15][C:14]=1[O:17][CH3:18]. (2) Given the reactants [C:1]([O:5][C:6]([N:8]1[CH2:13][CH2:12][CH:11]([CH2:14][CH2:15][OH:16])[CH2:10][CH2:9]1)=[O:7])([CH3:4])([CH3:3])[CH3:2].[H-].[Na+].Cl.[N:20]1[CH:25]=[CH:24][CH:23]=[C:22]([CH2:26]Cl)[CH:21]=1.O, predict the reaction product. The product is: [C:1]([O:5][C:6]([N:8]1[CH2:13][CH2:12][CH:11]([CH2:14][CH2:15][O:16][CH2:26][C:22]2[CH:21]=[N:20][CH:25]=[CH:24][CH:23]=2)[CH2:10][CH2:9]1)=[O:7])([CH3:4])([CH3:3])[CH3:2]. (3) Given the reactants [Cl:1][C:2]1[CH:3]=[C:4]([CH:7]=[CH:8][C:9]=1[Cl:10])[CH2:5]Br.[C:11]([O:15][C:16]([N:18]1[CH2:23][CH2:22][NH:21][CH2:20][CH2:19]1)=[O:17])([CH3:14])([CH3:13])[CH3:12].[OH-].[Na+], predict the reaction product. The product is: [C:11]([O:15][C:16]([N:18]1[CH2:23][CH2:22][N:21]([CH2:5][C:4]2[CH:7]=[CH:8][C:9]([Cl:10])=[C:2]([Cl:1])[CH:3]=2)[CH2:20][CH2:19]1)=[O:17])([CH3:14])([CH3:12])[CH3:13]. (4) The product is: [CH3:1][O:2][C:3](=[O:66])[C@@H:4]([NH:20][C:21]([CH:23]1[CH2:32][C:31]2[CH:30]=[C:29]3[O:33][CH2:34][C@H:35]([C:37]4[CH:38]=[CH:39][C:40]([O:43][CH2:44][C:45]5[CH:50]=[CH:49][C:48]([CH3:51])=[C:47]([Cl:52])[CH:46]=5)=[CH:41][CH:42]=4)[O:36][C:28]3=[CH:27][C:26]=2[CH2:25][N:24]1[S:53]([C:56]1[S:60][C:59]([N:61]([C:62](=[O:64])[CH3:63])[CH2:68][CH:69]2[CH2:73][CH2:72][CH2:71][CH2:70]2)=[N:58][C:57]=1[CH3:65])(=[O:55])=[O:54])=[O:22])[CH2:5][C:6]1[CH:7]=[CH:8][C:9]([C:12]2[CH:17]=[CH:16][C:15]([C:18]#[N:19])=[CH:14][CH:13]=2)=[CH:10][CH:11]=1. Given the reactants [CH3:1][O:2][C:3](=[O:66])[C@@H:4]([NH:20][C:21]([CH:23]1[CH2:32][C:31]2[CH:30]=[C:29]3[O:33][CH2:34][C@H:35]([C:37]4[CH:42]=[CH:41][C:40]([O:43][CH2:44][C:45]5[CH:50]=[CH:49][C:48]([CH3:51])=[C:47]([Cl:52])[CH:46]=5)=[CH:39][CH:38]=4)[O:36][C:28]3=[CH:27][C:26]=2[CH2:25][N:24]1[S:53]([C:56]1[S:60][C:59]([NH:61][C:62](=[O:64])[CH3:63])=[N:58][C:57]=1[CH3:65])(=[O:55])=[O:54])=[O:22])[CH2:5][C:6]1[CH:11]=[CH:10][C:9]([C:12]2[CH:17]=[CH:16][C:15]([C:18]#[N:19])=[CH:14][CH:13]=2)=[CH:8][CH:7]=1.I[CH2:68][CH:69]1[CH2:73][CH2:72][CH2:71][CH2:70]1, predict the reaction product. (5) The product is: [Cl:1][C:2]1[C:3]2[C:10]3[CH2:11][CH2:12][CH:13]([C:15]([N:22]4[CH2:23][CH2:24][N:19]([CH3:18])[CH2:20][CH2:21]4)=[O:17])[CH2:14][C:9]=3[S:8][C:4]=2[N:5]=[CH:6][N:7]=1. Given the reactants [Cl:1][C:2]1[C:3]2[C:10]3[CH2:11][CH2:12][CH:13]([C:15]([OH:17])=O)[CH2:14][C:9]=3[S:8][C:4]=2[N:5]=[CH:6][N:7]=1.[CH3:18][N:19]1[CH2:24][CH2:23][NH:22][CH2:21][CH2:20]1, predict the reaction product.